From a dataset of Forward reaction prediction with 1.9M reactions from USPTO patents (1976-2016). Predict the product of the given reaction. Given the reactants Cl.[CH3:2][O:3][C:4]1[CH:9]=[CH:8][C:7]([O:10][CH3:11])=[CH:6][C:5]=1[C:12]1[S:20][C:19]2[C:18](=[O:21])[N:17]([CH:22]3[CH2:27][CH2:26][NH:25][CH2:24][CH2:23]3)[C:16](=[O:28])[N:15]([CH2:29][C:30]3[N:31]=[N:32][N:33]([CH2:35][CH3:36])[N:34]=3)[C:14]=2[CH:13]=1.[CH2:37]([O:39][C:40]1[C:49]([O:50][CH3:51])=[CH:48][C:47]2[C:46]([C:52]3[CH:60]=[CH:59][C:55]([C:56](O)=[O:57])=[CH:54][CH:53]=3)=[N:45][C@@H:44]3[CH2:61][CH2:62][S:63][CH2:64][C@@H:43]3[C:42]=2[CH:41]=1)[CH3:38].CN(C(ON1N=NC2C=CC=CC1=2)=[N+](C)C)C.F[P-](F)(F)(F)(F)F.CCN(C(C)C)C(C)C, predict the reaction product. The product is: [CH3:2][O:3][C:4]1[CH:9]=[CH:8][C:7]([O:10][CH3:11])=[CH:6][C:5]=1[C:12]1[S:20][C:19]2[C:18](=[O:21])[N:17]([CH:22]3[CH2:27][CH2:26][N:25]([C:56]([C:55]4[CH:59]=[CH:60][C:52]([C:46]5[C:47]6[CH:48]=[C:49]([O:50][CH3:51])[C:40]([O:39][CH2:37][CH3:38])=[CH:41][C:42]=6[C@H:43]6[CH2:64][S:63][CH2:62][CH2:61][C@H:44]6[N:45]=5)=[CH:53][CH:54]=4)=[O:57])[CH2:24][CH2:23]3)[C:16](=[O:28])[N:15]([CH2:29][C:30]3[N:31]=[N:32][N:33]([CH2:35][CH3:36])[N:34]=3)[C:14]=2[CH:13]=1.